Task: Predict which catalyst facilitates the given reaction.. Dataset: Catalyst prediction with 721,799 reactions and 888 catalyst types from USPTO (1) Reactant: [Cl:1][C:2]1[C:3]([C:22](=[O:31])[NH:23][C:24]2[CH:29]=[CH:28][CH:27]=[CH:26][C:25]=2[F:30])=[C:4]([NH:8][C:9](=O)[C@@H:10]([NH:13][C:14](=[O:20])[O:15][C:16]([CH3:19])([CH3:18])[CH3:17])[CH2:11][CH3:12])[CH:5]=[CH:6][CH:7]=1.C(N(CC)CC)C.C/C(/O[Si](C)(C)C)=N\[Si](C)(C)C. Product: [Cl:1][C:2]1[CH:7]=[CH:6][CH:5]=[C:4]2[C:3]=1[C:22](=[O:31])[N:23]([C:24]1[CH:29]=[CH:28][CH:27]=[CH:26][C:25]=1[F:30])[C:9]([C@@H:10]([NH:13][C:14](=[O:20])[O:15][C:16]([CH3:19])([CH3:18])[CH3:17])[CH2:11][CH3:12])=[N:8]2. The catalyst class is: 23. (2) Reactant: [CH3:1][S:2]([C:5]1[CH:6]=[C:7]2[C:11](=[CH:12][CH:13]=1)[N:10]([C:14]1[CH:19]=[C:18]([O:20][CH:21]3[CH2:26][CH2:25][NH:24][CH2:23][CH2:22]3)[N:17]=[CH:16][N:15]=1)[CH2:9][CH2:8]2)(=[O:4])=[O:3].C(N(CC)CC)C.Cl[C:35]([O:37][CH:38]([CH3:40])[CH3:39])=[O:36]. Product: [CH:38]([O:37][C:35]([N:24]1[CH2:25][CH2:26][CH:21]([O:20][C:18]2[CH:19]=[C:14]([N:10]3[C:11]4[C:7](=[CH:6][C:5]([S:2]([CH3:1])(=[O:4])=[O:3])=[CH:13][CH:12]=4)[CH2:8][CH2:9]3)[N:15]=[CH:16][N:17]=2)[CH2:22][CH2:23]1)=[O:36])([CH3:40])[CH3:39]. The catalyst class is: 2. (3) Reactant: [Cl:1][C:2]1[CH:7]=[CH:6][C:5]([C:8]2[N:12]([CH3:13])[CH:11]=[N:10][C:9]=2[C:14]2[CH:19]=[CH:18][C:17]([Cl:20])=[CH:16][C:15]=2[Cl:21])=[CH:4][CH:3]=1.[Li]CCCC.[CH:27]1([N:33]=[C:34]=[O:35])[CH2:32][CH2:31][CH2:30][CH2:29][CH2:28]1. Product: [CH:27]1([NH:33][C:34]([C:11]2[N:12]([CH3:13])[C:8]([C:5]3[CH:4]=[CH:3][C:2]([Cl:1])=[CH:7][CH:6]=3)=[C:9]([C:14]3[CH:19]=[CH:18][C:17]([Cl:20])=[CH:16][C:15]=3[Cl:21])[N:10]=2)=[O:35])[CH2:32][CH2:31][CH2:30][CH2:29][CH2:28]1. The catalyst class is: 1.